From a dataset of Forward reaction prediction with 1.9M reactions from USPTO patents (1976-2016). Predict the product of the given reaction. (1) Given the reactants [Cl:1][C:2]1[C:7]([Cl:8])=[C:6]([C:9]2[S:13][C:12]([C:14]#[N:15])=[N:11][C:10]=2[C:16]([N:18]2[CH2:23][CH2:22][CH2:21][CH2:20][C@@H:19]2[CH3:24])=[O:17])[CH:5]=[CH:4][C:3]=1[S:25]([NH:28][C@@H:29]([CH2:34][CH3:35])[C:30]([F:33])([F:32])[F:31])(=[O:27])=[O:26].[N-:36]=[N+:37]=[N-:38].[Na+].O, predict the reaction product. The product is: [Cl:1][C:2]1[C:7]([Cl:8])=[C:6]([C:9]2[S:13][C:12]([C:14]3[NH:38][N:37]=[N:36][N:15]=3)=[N:11][C:10]=2[C:16]([N:18]2[CH2:23][CH2:22][CH2:21][CH2:20][C@@H:19]2[CH3:24])=[O:17])[CH:5]=[CH:4][C:3]=1[S:25]([NH:28][C@@H:29]([CH2:34][CH3:35])[C:30]([F:31])([F:32])[F:33])(=[O:26])=[O:27]. (2) Given the reactants [Cl:1][C:2]1[CH:7]=[CH:6][N:5]=[C:4]([NH2:8])[C:3]=1I.C[O:11][C:12](=O)[C:13]1[CH:18]=[C:17]([O:19][CH2:20][CH2:21][N:22]2[CH2:27][CH2:26][O:25][CH2:24][CH2:23]2)[CH:16]=[CH:15][C:14]=1B1OC(C)(C)C(C)(C)O1, predict the reaction product. The product is: [Cl:1][C:2]1[CH:7]=[CH:6][N:5]=[C:4]2[C:3]=1[C:14]1[CH:15]=[CH:16][C:17]([O:19][CH2:20][CH2:21][N:22]3[CH2:23][CH2:24][O:25][CH2:26][CH2:27]3)=[CH:18][C:13]=1[C:12](=[O:11])[NH:8]2. (3) Given the reactants [C:1]1([CH:7]2[NH:12][CH2:11][CH2:10][N:9]([C:13]3[O:14][C:15]4[CH:21]=[CH:20][CH:19]=[CH:18][C:16]=4[N:17]=3)[CH2:8]2)[CH:6]=[CH:5][CH:4]=[CH:3][CH:2]=1.[Cl:22][C:23]1[CH:28]=[CH:27][C:26]([N:29]=[C:30]=[O:31])=[CH:25][CH:24]=1, predict the reaction product. The product is: [O:14]1[C:15]2[CH:21]=[CH:20][CH:19]=[CH:18][C:16]=2[N:17]=[C:13]1[N:9]1[CH2:10][CH2:11][N:12]([C:30]([NH:29][C:26]2[CH:27]=[CH:28][C:23]([Cl:22])=[CH:24][CH:25]=2)=[O:31])[CH:7]([C:1]2[CH:2]=[CH:3][CH:4]=[CH:5][CH:6]=2)[CH2:8]1. (4) Given the reactants C(OC([C:6]1[C:7]([Cl:17])=[N:8][N:9]2[C:14]([OH:15])=[CH:13][C:12]([CH3:16])=[N:11][C:10]=12)=O)C, predict the reaction product. The product is: [Cl:17][C:7]1[CH:6]=[C:10]2[N:11]=[C:12]([CH3:16])[CH:13]=[C:14]([OH:15])[N:9]2[N:8]=1. (5) The product is: [Br-:26].[F:37][C:31]1[CH:32]=[C:33]([F:36])[CH:34]=[CH:35][C:30]=1[C:28](=[O:29])[CH2:27][N+:13]12[CH2:14][CH2:15][CH:16]([CH2:17][CH2:18]1)[C@@H:11]([O:10][C:8](=[O:9])[CH:7]([C:1]1[CH:2]=[CH:3][CH:4]=[CH:5][CH:6]=1)[NH:19][C:20]1[CH:25]=[CH:24][CH:23]=[CH:22][CH:21]=1)[CH2:12]2. Given the reactants [C:1]1([CH:7]([NH:19][C:20]2[CH:25]=[CH:24][CH:23]=[CH:22][CH:21]=2)[C:8]([O:10][C@@H:11]2[CH:16]3[CH2:17][CH2:18][N:13]([CH2:14][CH2:15]3)[CH2:12]2)=[O:9])[CH:6]=[CH:5][CH:4]=[CH:3][CH:2]=1.[Br:26][CH2:27][C:28]([C:30]1[CH:35]=[CH:34][C:33]([F:36])=[CH:32][C:31]=1[F:37])=[O:29], predict the reaction product. (6) Given the reactants [CH2:1]([NH:9][NH2:10])[CH2:2][C:3]1[CH:8]=[CH:7][CH:6]=[CH:5][CH:4]=1.O=[C:12]([CH2:18][C:19](=O)[CH3:20])[C:13]([O:15][CH2:16][CH3:17])=[O:14], predict the reaction product. The product is: [CH3:20][C:19]1[N:9]([CH2:1][CH2:2][C:3]2[CH:8]=[CH:7][CH:6]=[CH:5][CH:4]=2)[N:10]=[C:12]([C:13]([O:15][CH2:16][CH3:17])=[O:14])[CH:18]=1. (7) The product is: [C:1]([O:5][C:6](=[O:25])[NH:7][C:8]1[CH:13]=[CH:12][C:11]([C:14]2[CH:19]=[CH:18][C:17]([Cl:20])=[C:16]([Cl:21])[CH:15]=2)=[CH:10][C:9]=1[NH2:22])([CH3:4])([CH3:2])[CH3:3]. Given the reactants [C:1]([O:5][C:6](=[O:25])[NH:7][C:8]1[CH:13]=[CH:12][C:11]([C:14]2[CH:19]=[CH:18][C:17]([Cl:20])=[C:16]([Cl:21])[CH:15]=2)=[CH:10][C:9]=1[N+:22]([O-])=O)([CH3:4])([CH3:3])[CH3:2], predict the reaction product. (8) Given the reactants [NH2:1][C:2]1[N:6]2[C:7]([O:13][CH3:14])=[N:8][CH:9]=[C:10]([O:11][CH3:12])[C:5]2=[N:4][N:3]=1.C[O-].[Na+], predict the reaction product. The product is: [NH2:1][C:2]1[N:6]=[C:5]2[N:4]([C:7]([O:13][CH3:14])=[N:8][CH:9]=[C:10]2[O:11][CH3:12])[N:3]=1. (9) Given the reactants [OH:1][C:2]1[C:9]([OH:10])=[CH:8][CH:7]=[CH:6][C:3]=1[CH:4]=[O:5].C(N(CC)C(C)C)(C)C.[CH3:20][O:21][CH2:22]Cl.[C:24]([O:27][CH2:28]C)(=O)C, predict the reaction product. The product is: [CH3:20][O:21][CH2:22][O:1][C:2]1[C:9]([O:10][CH2:24][O:27][CH3:28])=[CH:8][CH:7]=[CH:6][C:3]=1[CH:4]=[O:5].